From a dataset of Peptide-MHC class I binding affinity with 185,985 pairs from IEDB/IMGT. Regression. Given a peptide amino acid sequence and an MHC pseudo amino acid sequence, predict their binding affinity value. This is MHC class I binding data. (1) The peptide sequence is YLVSFGVWI. The MHC is HLA-A03:01 with pseudo-sequence HLA-A03:01. The binding affinity (normalized) is 0.110. (2) The peptide sequence is SLVIVTTFV. The binding affinity (normalized) is 0.00168. The MHC is HLA-B53:01 with pseudo-sequence HLA-B53:01.